From a dataset of Forward reaction prediction with 1.9M reactions from USPTO patents (1976-2016). Predict the product of the given reaction. (1) Given the reactants C[Si](I)(C)C.[OH:6][C:7]1[CH:8]=[C:9]([CH:14]=[C:15]([O:17][C@@H:18]([CH3:22])[CH2:19][O:20]C)[CH:16]=1)[C:10]([O:12][CH3:13])=[O:11].O.O.O.O.O.S([O-])([O-])(=O)=S.[Na+].[Na+].C(=O)(O)[O-].[Na+], predict the reaction product. The product is: [OH:6][C:7]1[CH:8]=[C:9]([CH:14]=[C:15]([O:17][C@@H:18]([CH3:22])[CH2:19][OH:20])[CH:16]=1)[C:10]([O:12][CH3:13])=[O:11]. (2) Given the reactants [NH:1]1[C:9]2[C:4](=[CH:5][CH:6]=[CH:7][C:8]=2[CH:10]=O)[CH:3]=[CH:2]1.[Li][C:13]#[N:14].P(C#N)(OCC)(OCC)=O.C(O)(C)(C)C, predict the reaction product. The product is: [NH:1]1[C:9]2[C:4](=[CH:5][CH:6]=[CH:7][C:8]=2[CH2:10][C:13]#[N:14])[CH:3]=[CH:2]1. (3) Given the reactants [Br:1][C:2]1[CH:3]=[C:4]2[C:9](=[CH:10][CH:11]=1)[N:8]=[C:7]([NH:12][C:13]([CH3:16])([CH3:15])[CH3:14])[C:6](/[CH:17]=[C:18](\[CH3:22])/[C:19](O)=[O:20])=[CH:5]2.[Cl-].[CH3:24][C:25]1([CH3:32])[CH2:30][CH:29]([NH3+:31])[CH2:28][CH2:27][O:26]1.CN(C(ON1N=NC2C=CC=NC1=2)=[N+](C)C)C.F[P-](F)(F)(F)(F)F.CCN(C(C)C)C(C)C, predict the reaction product. The product is: [Br:1][C:2]1[CH:3]=[C:4]2[C:9](=[CH:10][CH:11]=1)[N:8]=[C:7]([NH:12][C:13]([CH3:15])([CH3:14])[CH3:16])[C:6](/[CH:17]=[C:18](\[CH3:22])/[C:19]([NH:31][CH:29]1[CH2:28][CH2:27][O:26][C:25]([CH3:32])([CH3:24])[CH2:30]1)=[O:20])=[CH:5]2. (4) The product is: [CH3:24][O:25][C:26]1[CH:27]=[C:28]([CH2:32][NH:33][C:18]2[C:19]3[C:14](=[N:13][N:12]([CH2:11][C:10]4[CH:22]=[CH:23][C:7]([CH2:6][N:1]5[CH:5]=[CH:4][CH:3]=[N:2]5)=[CH:8][CH:9]=4)[CH:20]=3)[N:15]=[CH:16][N:17]=2)[CH:29]=[CH:30][CH:31]=1. Given the reactants [N:1]1([CH2:6][C:7]2[CH:23]=[CH:22][C:10]([CH2:11][N:12]3[CH:20]=[C:19]4[C:14]([N:15]=[CH:16][N:17]=[C:18]4Cl)=[N:13]3)=[CH:9][CH:8]=2)[CH:5]=[CH:4][CH:3]=[N:2]1.[CH3:24][O:25][C:26]1[CH:27]=[C:28]([CH2:32][NH2:33])[CH:29]=[CH:30][CH:31]=1, predict the reaction product. (5) Given the reactants [NH2:1][CH2:2][C@H:3]1[C@@H:7]([OH:8])[CH2:6][N:5]([CH2:9][CH2:10][N:11]2[C:20]3[C:15](=[CH:16][CH:17]=[C:18]([F:21])[CH:19]=3)[CH:14]=[CH:13][C:12]2=[O:22])[CH2:4]1.[O:23]=[C:24]1[CH2:29][O:28][C:27]2[CH:30]=[CH:31][C:32]([CH:34]=O)=[N:33][C:26]=2[NH:25]1.C(O[BH-](OC(=O)C)OC(=O)C)(=O)C.[Na+].[ClH:50].C1(N)C(F)=C(F)C(F)=C(N)C=1F.Cl.Cl, predict the reaction product. The product is: [ClH:50].[ClH:50].[F:21][C:18]1[CH:19]=[C:20]2[C:15]([CH:14]=[CH:13][C:12](=[O:22])[N:11]2[CH2:10][CH2:9][N:5]2[CH2:6][C@H:7]([OH:8])[C@H:3]([CH2:2][NH:1][CH2:34][C:32]3[CH:31]=[CH:30][C:27]4[O:28][CH2:29][C:24](=[O:23])[NH:25][C:26]=4[N:33]=3)[CH2:4]2)=[CH:16][CH:17]=1. (6) Given the reactants [S:1]1[C:5]2[CH:6]=[CH:7][CH:8]=[CH:9][C:4]=2[C:3]([CH2:10][C:11](O)=[O:12])=[CH:2]1.[H-].[Al+3].[Li+].[H-].[H-].[H-], predict the reaction product. The product is: [S:1]1[C:5]2[CH:6]=[CH:7][CH:8]=[CH:9][C:4]=2[C:3]([CH2:10][CH2:11][OH:12])=[CH:2]1. (7) Given the reactants [OH:1][CH2:2][C@@H:3]([NH:7][C:8](=[O:18])[CH2:9][NH:10][C:11](=[O:17])[O:12][C:13]([CH3:16])([CH3:15])[CH3:14])[CH2:4][CH:5]=[CH2:6].CO[C:21](OC)([CH3:23])[CH3:22].O.C1(C)C=CC(S(O)(=O)=O)=CC=1.C(Cl)Cl.CO, predict the reaction product. The product is: [CH3:22][C:21]1([CH3:23])[N:7]([C:8](=[O:18])[CH2:9][NH:10][C:11](=[O:17])[O:12][C:13]([CH3:14])([CH3:16])[CH3:15])[C@@H:3]([CH2:4][CH:5]=[CH2:6])[CH2:2][O:1]1. (8) Given the reactants ON1C2C=CC=CC=2N=N1.Cl.CN(C)CCCN=C=NCC.[OH:23][CH2:24][C:25]1[CH:26]=[CH:27][C:28]2[N:32]=[C:31]3[S:33][C:34]([C:36]([OH:38])=O)=[CH:35][N:30]3[C:29]=2[CH:39]=1.[CH2:40]([NH2:45])[C:41]([CH3:44])([CH3:43])[CH3:42].[OH-].[Na+], predict the reaction product. The product is: [OH:23][CH2:24][C:25]1[CH:26]=[CH:27][C:28]2[N:32]=[C:31]3[S:33][C:34]([C:36]([NH:45][CH2:40][C:41]([CH3:44])([CH3:43])[CH3:42])=[O:38])=[CH:35][N:30]3[C:29]=2[CH:39]=1. (9) Given the reactants Br[C:2]1[CH:11]=[CH:10][CH:9]=[C:8]2[C:3]=1[C:4](=[O:28])[N:5]([C:22]1[CH:27]=[CH:26][CH:25]=[CH:24][CH:23]=1)[C:6]([C@@H:12]([NH:14][C:15](=[O:21])[O:16][C:17]([CH3:20])([CH3:19])[CH3:18])[CH3:13])=[N:7]2.CCN(C(C)C)C(C)C.[CH:38]([CH:40]=[CH2:41])=[O:39].CCOC(C)=O, predict the reaction product. The product is: [O:28]=[C:4]1[C:3]2[C:8](=[CH:9][CH:10]=[CH:11][C:2]=2/[CH:41]=[CH:40]/[CH:38]=[O:39])[N:7]=[C:6]([C@@H:12]([NH:14][C:15](=[O:21])[O:16][C:17]([CH3:19])([CH3:18])[CH3:20])[CH3:13])[N:5]1[C:22]1[CH:27]=[CH:26][CH:25]=[CH:24][CH:23]=1. (10) Given the reactants [CH3:1][O:2][C:3]1[CH:4]=[C:5]2[C:10](=[CH:11][CH:12]=1)[CH:9]=[C:8]([OH:13])[CH:7]=[CH:6]2.C(=O)([O-])[O-].[K+].[K+].[CH2:20](Br)[CH:21]=[CH2:22], predict the reaction product. The product is: [CH3:1][O:2][C:3]1[CH:4]=[C:5]2[C:10](=[CH:11][CH:12]=1)[CH:9]=[C:8]([O:13][CH2:22][CH:21]=[CH2:20])[CH:7]=[CH:6]2.